Dataset: Full USPTO retrosynthesis dataset with 1.9M reactions from patents (1976-2016). Task: Predict the reactants needed to synthesize the given product. Given the product [O:15]=[C:14]1[C:16]2[O:17][C:18]([C:21]#[N:22])=[CH:19][C:20]=2[C:9]2[CH:10]=[CH:11][CH:12]=[C:7]([N:1]3[CH2:6][CH2:5][CH2:4][CH2:3][CH2:2]3)[C:8]=2[NH:13]1, predict the reactants needed to synthesize it. The reactants are: [N:1]1([C:7]2[CH:12]=[CH:11][CH:10]=[CH:9][C:8]=2[NH:13][C:14]([C:16]2[O:17][C:18]([C:21]#[N:22])=[CH:19][CH:20]=2)=[O:15])[CH2:6][CH2:5][CH2:4][CH2:3][CH2:2]1.